From a dataset of Reaction yield outcomes from USPTO patents with 853,638 reactions. Predict the reaction yield, written as a fraction of the theoretical maximum amount of product (1.0 means a 100% yield; for example, 0.34 means a 34% yield). (1) The reactants are [NH2:1][CH2:2][C@@H:3]1[C@H:6]([NH:7][C:8](=[O:44])/[C:9](=[N:23]\[O:24][C:25]2([C:28]([O:30][CH:31]([C:38]3[CH:43]=[CH:42][CH:41]=[CH:40][CH:39]=3)[C:32]3[CH:37]=[CH:36][CH:35]=[CH:34][CH:33]=3)=[O:29])[CH2:27][CH2:26]2)/[C:10]2[N:11]=[C:12]([NH:15][C:16]([O:18][C:19]([CH3:22])([CH3:21])[CH3:20])=[O:17])[S:13][CH:14]=2)[C:5](=[O:45])[NH:4]1.O=[CH:47][CH2:48][NH:49][C:50](=[O:66])[O:51][CH2:52][CH:53]1[C:65]2[CH:64]=[CH:63][CH:62]=[CH:61][C:60]=2[C:59]2[C:54]1=[CH:55][CH:56]=[CH:57][CH:58]=2.C(O[BH-](OC(=O)C)OC(=O)C)(=O)C.[Na+]. The catalyst is ClCCCl. The product is [CH:55]1[C:54]2[CH:53]([CH2:52][O:51][C:50]([NH:49][CH2:48][CH2:47][NH:1][CH2:2][C@@H:3]3[C@H:6]([NH:7][C:8](=[O:44])/[C:9](=[N:23]\[O:24][C:25]4([C:28]([O:30][CH:31]([C:38]5[CH:43]=[CH:42][CH:41]=[CH:40][CH:39]=5)[C:32]5[CH:37]=[CH:36][CH:35]=[CH:34][CH:33]=5)=[O:29])[CH2:27][CH2:26]4)/[C:10]4[N:11]=[C:12]([NH:15][C:16]([O:18][C:19]([CH3:22])([CH3:21])[CH3:20])=[O:17])[S:13][CH:14]=4)[C:5](=[O:45])[NH:4]3)=[O:66])[C:65]3[C:60](=[CH:61][CH:62]=[CH:63][CH:64]=3)[C:59]=2[CH:58]=[CH:57][CH:56]=1. The yield is 0.580. (2) The reactants are [C:1]([Si:5]([CH3:8])([CH3:7])Cl)([CH3:4])([CH3:3])[CH3:2].[OH:9][C:10]1[CH:11]=[C:12]([CH:15]=[CH:16][CH:17]=1)[CH:13]=[O:14].N1C=CN=C1. The catalyst is C(Cl)(Cl)Cl. The product is [Si:5]([O:9][C:10]1[CH:11]=[C:12]([CH:15]=[CH:16][CH:17]=1)[CH:13]=[O:14])([C:1]([CH3:4])([CH3:3])[CH3:2])([CH3:8])[CH3:7]. The yield is 0.540. (3) The reactants are Cl[C:2]1[N:10]=[CH:9][CH:8]=[CH:7][C:3]=1[C:4](Cl)=[O:5].C(N(CC)CC)C.[NH:18]1[CH2:23][CH2:22][O:21][CH2:20][CH2:19]1.[Cl:24]CCl. No catalyst specified. The product is [Cl:24][C:9]1[N:10]=[CH:2][C:3]([C:4]([N:18]2[CH2:23][CH2:22][O:21][CH2:20][CH2:19]2)=[O:5])=[CH:7][CH:8]=1. The yield is 0.880. (4) The reactants are [BH4-].[Li+].C(O[CH2:7][C:8]1[CH:13]=[CH:12][C:11]([O:14][CH2:15][O:16][CH2:17][CH2:18][O:19][CH3:20])=[C:10]([Cl:21])[CH:9]=1)(=O)C.[O:22]1CCC[CH2:23]1. No catalyst specified. The product is [Cl:21][C:10]1[CH:9]=[C:8]([CH2:7][CH2:23][OH:22])[CH:13]=[CH:12][C:11]=1[O:14][CH2:15][O:16][CH2:17][CH2:18][O:19][CH3:20]. The yield is 0.770.